Task: Regression. Given two drug SMILES strings and cell line genomic features, predict the synergy score measuring deviation from expected non-interaction effect.. Dataset: NCI-60 drug combinations with 297,098 pairs across 59 cell lines Drug 1: CC1=CC=C(C=C1)C2=CC(=NN2C3=CC=C(C=C3)S(=O)(=O)N)C(F)(F)F. Drug 2: CC1=C2C(C(=O)C3(C(CC4C(C3C(C(C2(C)C)(CC1OC(=O)C(C(C5=CC=CC=C5)NC(=O)OC(C)(C)C)O)O)OC(=O)C6=CC=CC=C6)(CO4)OC(=O)C)O)C)O. Cell line: 786-0. Synergy scores: CSS=1.49, Synergy_ZIP=5.64, Synergy_Bliss=4.43, Synergy_Loewe=5.24, Synergy_HSA=4.61.